This data is from Forward reaction prediction with 1.9M reactions from USPTO patents (1976-2016). The task is: Predict the product of the given reaction. (1) Given the reactants [CH3:1][O:2][C:3]1[CH:4]=[C:5]2[C:10](=[CH:11][CH:12]=1)[CH:9]([CH2:13][C:14]1[CH:19]=[CH:18][C:17]([O:20][CH2:21][C:22]3[CH:27]=[CH:26][CH:25]=[CH:24][CH:23]=3)=[CH:16][CH:15]=1)[NH:8][CH2:7][CH2:6]2.[F:28][C:29]1[CH:37]=[CH:36][C:32]([C:33](Cl)=[O:34])=[CH:31][CH:30]=1, predict the reaction product. The product is: [F:28][C:29]1[CH:37]=[CH:36][C:32]([C:33]([N:8]2[CH2:7][CH2:6][C:5]3[C:10](=[CH:11][CH:12]=[C:3]([O:2][CH3:1])[CH:4]=3)[CH:9]2[CH2:13][C:14]2[CH:19]=[CH:18][C:17]([O:20][CH2:21][C:22]3[CH:27]=[CH:26][CH:25]=[CH:24][CH:23]=3)=[CH:16][CH:15]=2)=[O:34])=[CH:31][CH:30]=1. (2) The product is: [Cl:19][C:20]1[CH:25]=[CH:24][C:23]([C:8]2[C:7]([O:18][CH2:17][CH2:16][CH2:15][O:14][CH3:13])=[N:6][CH:5]=[C:4]([CH:9]=2)[C:3]([NH:29][CH2:30][C:31]([CH:34]2[CH2:36][CH2:35]2)([OH:33])[CH3:32])=[O:12])=[CH:22][CH:21]=1. Given the reactants CO[C:3](=[O:12])[C:4]1[CH:9]=[C:8](Br)[C:7](Cl)=[N:6][CH:5]=1.[CH3:13][O:14][CH2:15][CH2:16][CH2:17][OH:18].[Cl:19][C:20]1[CH:25]=[CH:24][C:23](B(O)O)=[CH:22][CH:21]=1.[NH2:29][CH2:30][C:31]([CH:34]1[CH2:36][CH2:35]1)([OH:33])[CH3:32], predict the reaction product.